From a dataset of Forward reaction prediction with 1.9M reactions from USPTO patents (1976-2016). Predict the product of the given reaction. (1) Given the reactants [C:1]([O:7][CH2:8][N:9]1[C:13]2[N:14]=[N:15][CH:16]=[C:17]([C:18]3[CH:19]=[N:20][NH:21][CH:22]=3)[C:12]=2[CH:11]=[CH:10]1)(=[O:6])[C:2]([CH3:5])([CH3:4])[CH3:3].[O:23]1[CH2:26][C:25](=[CH:27][C:28]#[N:29])[CH2:24]1.C1CCN2C(=NCCC2)CC1, predict the reaction product. The product is: [C:1]([O:7][CH2:8][N:9]1[C:13]2[N:14]=[N:15][CH:16]=[C:17]([C:18]3[CH:19]=[N:20][N:21]([C:25]4([CH2:27][C:28]#[N:29])[CH2:26][O:23][CH2:24]4)[CH:22]=3)[C:12]=2[CH:11]=[CH:10]1)(=[O:6])[C:2]([CH3:5])([CH3:4])[CH3:3]. (2) Given the reactants [CH3:1][C:2]1[N:3]=[C:4]2[CH2:15][CH2:14][CH2:13][CH2:12][N:5]2[C:6](=[O:11])[C:7]=1[CH2:8][CH:9]=O.[F:16][C:17]1[CH:31]=[CH:30][C:20]2[C:21]([CH:24]3[CH2:29][CH2:28][NH:27][CH2:26][CH2:25]3)=[N:22][O:23][C:19]=2[CH:18]=1, predict the reaction product. The product is: [F:16][C:17]1[CH:31]=[CH:30][C:20]2[C:21]([CH:24]3[CH2:25][CH2:26][N:27]([CH:9]=[CH:8][C:7]4[C:6](=[O:11])[N:5]5[CH2:12][CH2:13][CH2:14][CH2:15][C:4]5=[N:3][C:2]=4[CH3:1])[CH2:28][CH2:29]3)=[N:22][O:23][C:19]=2[CH:18]=1. (3) Given the reactants [NH:1]1[CH2:4][CH2:3][C@H:2]1[C:5]([OH:7])=[O:6].[C:8](O[C:8]([O:10][C:11]([CH3:14])([CH3:13])[CH3:12])=[O:9])([O:10][C:11]([CH3:14])([CH3:13])[CH3:12])=[O:9].[OH-].[Na+], predict the reaction product. The product is: [C:11]([O:10][C:8]([N:1]1[CH2:4][CH2:3][C@H:2]1[C:5]([OH:7])=[O:6])=[O:9])([CH3:14])([CH3:13])[CH3:12]. (4) Given the reactants Cl[C:2]1[N:7]=[C:6]([NH:8][C:9]2[CH:10]=[C:11]([CH2:15][C:16]#[N:17])[CH:12]=[CH:13][CH:14]=2)[CH:5]=[CH:4][N:3]=1.[F:18][C:19]1[CH:20]=[C:21]([CH:23]=[CH:24][C:25]=1[N:26]1[CH2:31][CH2:30][N:29]([CH3:32])[CH2:28][CH2:27]1)[NH2:22].CO.C(Cl)Cl.[OH-].[Na+], predict the reaction product. The product is: [F:18][C:19]1[CH:20]=[C:21]([NH:22][C:2]2[N:7]=[C:6]([NH:8][C:9]3[CH:10]=[C:11]([CH2:15][C:16]#[N:17])[CH:12]=[CH:13][CH:14]=3)[CH:5]=[CH:4][N:3]=2)[CH:23]=[CH:24][C:25]=1[N:26]1[CH2:27][CH2:28][N:29]([CH3:32])[CH2:30][CH2:31]1. (5) Given the reactants CS(O[CH2:6][CH2:7][C:8]1[O:9][C:10]2[CH:16]=[CH:15][C:14]([C:17]3[CH:22]=[CH:21][C:20]([C:23]([N:25]4[CH2:30][CH2:29][O:28][CH2:27][CH2:26]4)=[O:24])=[CH:19][N:18]=3)=[CH:13][C:11]=2[CH:12]=1)(=O)=O.[CH2:31]([NH:35][CH3:36])[CH:32]([CH3:34])[CH3:33], predict the reaction product. The product is: [CH2:31]([N:35]([CH3:36])[CH2:6][CH2:7][C:8]1[O:9][C:10]2[CH:16]=[CH:15][C:14]([C:17]3[CH:22]=[CH:21][C:20]([C:23]([N:25]4[CH2:30][CH2:29][O:28][CH2:27][CH2:26]4)=[O:24])=[CH:19][N:18]=3)=[CH:13][C:11]=2[CH:12]=1)[CH:32]([CH3:34])[CH3:33]. (6) The product is: [NH2:4]/[C:3](/[C:2]([Cl:6])([Cl:5])[Cl:1])=[C:11](/[C:12]#[N:13])\[C:10]([O:9][CH2:7][CH3:8])=[O:14]. Given the reactants [Cl:1][C:2]([Cl:6])([Cl:5])[C:3]#[N:4].[CH2:7]([O:9][C:10](=[O:14])[CH2:11][C:12]#[N:13])[CH3:8], predict the reaction product. (7) Given the reactants [H-].[Na+].[N:3]1[N:4]=[CH:5][N:6]([NH:8][C:9]2[CH:16]=[CH:15][C:12]([C:13]#[N:14])=[CH:11][CH:10]=2)[CH:7]=1.[CH2:17]([O:24][C:25]1[CH:30]=[CH:29][C:28]([CH2:31]Cl)=[CH:27][C:26]=1[C:33]([F:36])([F:35])[F:34])[C:18]1[CH:23]=[CH:22][CH:21]=[CH:20][CH:19]=1.C(OCC)(=O)C, predict the reaction product. The product is: [CH2:17]([O:24][C:25]1[CH:30]=[CH:29][C:28]([CH2:31][N:8]([N:6]2[CH:5]=[N:4][N:3]=[CH:7]2)[C:9]2[CH:10]=[CH:11][C:12]([C:13]#[N:14])=[CH:15][CH:16]=2)=[CH:27][C:26]=1[C:33]([F:34])([F:36])[F:35])[C:18]1[CH:19]=[CH:20][CH:21]=[CH:22][CH:23]=1. (8) Given the reactants [F:1][C:2]1[CH:7]=[CH:6][C:5]([C:8]2[N:9]=[CH:10][C:11](N)=[N:12][C:13]=2[C:14]2[CH:19]=[CH:18][C:17]([F:20])=[CH:16][CH:15]=2)=[CH:4][CH:3]=1.[I:22]I.N(OCCC(C)C)=O, predict the reaction product. The product is: [F:1][C:2]1[CH:7]=[CH:6][C:5]([C:8]2[C:13]([C:14]3[CH:19]=[CH:18][C:17]([F:20])=[CH:16][CH:15]=3)=[N:12][C:11]([I:22])=[CH:10][N:9]=2)=[CH:4][CH:3]=1. (9) Given the reactants Cl.O1CCOCC1.[Cl:8][C:9]1[CH:10]=[C:11]([C:15]2[CH:20]=[CH:19][C:18]([CH2:21][C@@H:22]([NH:29][C:30]([C:32]3[CH:41]=[CH:40][C:35]4[N:36]=[N:37][N:38]([OH:39])[C:34]=4[CH:33]=3)=[O:31])[CH2:23][C@@H:24]([OH:28])[C:25]([OH:27])=[O:26])=[CH:17][CH:16]=2)[CH:12]=[CH:13][CH:14]=1.C(O)C1C=CC=CC=1.[C:50]([O:53][CH2:54]Br)(=[O:52])[CH3:51].C([O-])([O-])=O.[K+].[K+].CN(C=O)C.CO, predict the reaction product. The product is: [C:50]([O:53][CH2:54][O:39][N:38]1[C:34]2[CH:33]=[C:32]([C:30]([NH:29][C@H:22]([CH2:21][C:18]3[CH:17]=[CH:16][C:15]([C:11]4[CH:12]=[CH:13][CH:14]=[C:9]([Cl:8])[CH:10]=4)=[CH:20][CH:19]=3)[CH2:23][C@@H:24]([OH:28])[C:25]([OH:27])=[O:26])=[O:31])[CH:41]=[CH:40][C:35]=2[N:36]=[N:37]1)(=[O:52])[CH3:51]. (10) Given the reactants NC1C=CC=CC=1S(NC)(=O)=O.[CH3:13][N:14]([CH3:27])[S:15]([C:18]1[CH:23]=[CH:22][CH:21]=[CH:20][C:19]=1[N+:24]([O-])=O)(=[O:17])=[O:16], predict the reaction product. The product is: [NH2:24][C:19]1[CH:20]=[CH:21][CH:22]=[CH:23][C:18]=1[S:15]([N:14]([CH3:27])[CH3:13])(=[O:17])=[O:16].